From a dataset of Forward reaction prediction with 1.9M reactions from USPTO patents (1976-2016). Predict the product of the given reaction. (1) The product is: [CH3:14][O:3][CH2:4][C:5]1[O:6][CH:7]=[C:8]([C:10]([O:12][CH3:13])=[O:11])[N:9]=1. Given the reactants N#N.[OH:3][CH2:4][C:5]1[O:6][CH:7]=[C:8]([C:10]([O:12][CH3:13])=[O:11])[N:9]=1.[CH3:14]I, predict the reaction product. (2) Given the reactants [Cl:1][C:2]1[C:7]([C:8]2[CH:13]=[CH:12][CH:11]=[CH:10][CH:9]=2)=[N:6][N:5]=[C:4]2[N:14]([CH3:24])[N:15]=[C:16]([C:17]3[CH:22]=[CH:21][CH:20]=[CH:19][C:18]=3Cl)[C:3]=12.[CH3:25]N1C(N)=CC(C2C=CC=CC=2)=N1.C1(C)C=CC=C(C#C)C=1, predict the reaction product. The product is: [Cl:1][C:2]1[C:7]([C:8]2[CH:13]=[C:12]([CH3:25])[CH:11]=[CH:10][CH:9]=2)=[N:6][N:5]=[C:4]2[N:14]([CH3:24])[N:15]=[C:16]([C:17]3[CH:22]=[CH:21][CH:20]=[CH:19][CH:18]=3)[C:3]=12. (3) The product is: [Cl:16][C:17]1[CH:18]=[C:19]2[C:23](=[CH:24][CH:25]=1)[NH:22][C:21]([C:26]([O:28][CH2:29][CH3:30])=[O:27])=[C:20]2[CH:14]=[O:15]. Given the reactants P(Cl)(Cl)(Cl)=O.CN([CH:14]=[O:15])C1C=CC=CC=1.[Cl:16][C:17]1[CH:18]=[C:19]2[C:23](=[CH:24][CH:25]=1)[NH:22][C:21]([C:26]([O:28][CH2:29][CH3:30])=[O:27])=[CH:20]2.C([O-])(=O)C.[Na+], predict the reaction product. (4) Given the reactants [CH3:1][N:2]1[C:11]2[C:6](=[CH:7][C:8]([O:12][CH2:13][CH2:14][CH2:15][CH2:16][CH2:17][NH:18][CH2:19][CH2:20][C:21]3[CH:22]=[N:23][CH:24]=[CH:25][CH:26]=3)=[CH:9][CH:10]=2)[CH:5]=[CH:4][C:3]1=[O:27].Br[C:29]1[CH:34]=[CH:33][CH:32]=[CH:31][N:30]=1.CC1(C)C2C(=C(P(C3C=CC=CC=3)C3C=CC=CC=3)C=CC=2)OC2C(P(C3C=CC=CC=3)C3C=CC=CC=3)=CC=CC1=2.CC(C)([O-])C.[Na+].[ClH:83], predict the reaction product. The product is: [ClH:83].[ClH:83].[ClH:83].[CH3:1][N:2]1[C:11]2[C:6](=[CH:7][C:8]([O:12][CH2:13][CH2:14][CH2:15][CH2:16][CH2:17][N:18]([C:29]3[CH:34]=[CH:33][CH:32]=[CH:31][N:30]=3)[CH2:19][CH2:20][C:21]3[CH:22]=[N:23][CH:24]=[CH:25][CH:26]=3)=[CH:9][CH:10]=2)[CH:5]=[CH:4][C:3]1=[O:27]. (5) The product is: [CH3:1][C:2]1([O:8][C:14]2[CH:13]=[CH:12][C:20]3[C:19]4[CH:21]=[C:22]([C:25]#[N:26])[N:23]=[CH:24][C:18]=4[N:17]([CH2:27][O:28][CH2:29][CH2:30][Si:31]([CH3:33])([CH3:32])[CH3:34])[C:16]=3[N:15]=2)[CH2:7][CH2:6][CH2:5][NH:4][CH2:3]1. Given the reactants [CH3:1][C:2]1([OH:8])[CH2:7][CH2:6][CH2:5][NH:4][CH2:3]1.[H-].[Na+].Cl[C:12]1[C:20]2[C:19]3[CH:21]=[C:22]([C:25]#[N:26])[N:23]=[CH:24][C:18]=3[N:17]([CH2:27][O:28][CH2:29][CH2:30][Si:31]([CH3:34])([CH3:33])[CH3:32])[C:16]=2[N:15]=[CH:14][CH:13]=1, predict the reaction product. (6) Given the reactants [CH2:1]([N:8]1[CH2:13][CH2:12][C:11](=O)[CH2:10][CH2:9]1)[C:2]1[CH:7]=[CH:6][CH:5]=[CH:4][CH:3]=1.[C:15]1([NH:21]N)[CH:20]=[CH:19][CH:18]=[CH:17][CH:16]=1.OS(O)(=O)=O, predict the reaction product. The product is: [CH2:1]([N:8]1[CH2:13][CH2:12][C:11]2[NH:21][C:15]3[CH:16]=[CH:17][CH:18]=[CH:19][C:20]=3[C:10]=2[CH2:9]1)[C:2]1[CH:7]=[CH:6][CH:5]=[CH:4][CH:3]=1.